This data is from Full USPTO retrosynthesis dataset with 1.9M reactions from patents (1976-2016). The task is: Predict the reactants needed to synthesize the given product. (1) The reactants are: Cl[C:2]1[CH:7]=[C:6]([C:8]2[CH:13]=[CH:12][CH:11]=[C:10]([F:14])[CH:9]=2)[N:5]=[CH:4][N:3]=1.[CH2:15]([OH:19])[C:16]#[C:17][CH3:18].[H-].[Na+].O. Given the product [F:14][C:10]1[CH:9]=[C:8]([C:6]2[CH:7]=[C:2]([O:19][CH2:15][C:16]#[C:17][CH3:18])[N:3]=[CH:4][N:5]=2)[CH:13]=[CH:12][CH:11]=1, predict the reactants needed to synthesize it. (2) Given the product [CH2:1]([O:8][C:9]1[CH:14]=[CH:13][C:12]([Br:15])=[CH:11][C:10]=1[C:16]1[N:17]=[C:18]([NH2:23])[N:19]=[C:20]([NH:32][C:29]2[CH:30]=[CH:31][C:26]([C:25]([F:24])([F:33])[F:34])=[CH:27][CH:28]=2)[CH:21]=1)[C:2]1[CH:7]=[CH:6][CH:5]=[CH:4][CH:3]=1, predict the reactants needed to synthesize it. The reactants are: [CH2:1]([O:8][C:9]1[CH:14]=[CH:13][C:12]([Br:15])=[CH:11][C:10]=1[C:16]1[CH:21]=[C:20](Cl)[N:19]=[C:18]([NH2:23])[N:17]=1)[C:2]1[CH:7]=[CH:6][CH:5]=[CH:4][CH:3]=1.[F:24][C:25]([F:34])([F:33])[C:26]1[CH:31]=[CH:30][C:29]([NH2:32])=[CH:28][CH:27]=1. (3) Given the product [Cl:23][C:6]1[C:5]2[C:10](=[CH:11][C:12]([O:13][CH2:14][CH2:15][O:16][CH3:17])=[C:3]([O:2][CH3:1])[CH:4]=2)[N:9]=[CH:8][C:7]=1[C:18]#[N:19], predict the reactants needed to synthesize it. The reactants are: [CH3:1][O:2][C:3]1[CH:4]=[C:5]2[C:10](=[CH:11][C:12]=1[O:13][CH2:14][CH2:15][O:16][CH3:17])[NH:9][CH:8]=[C:7]([C:18]#[N:19])[C:6]2=O.P(Cl)(Cl)([Cl:23])=O.